This data is from Full USPTO retrosynthesis dataset with 1.9M reactions from patents (1976-2016). The task is: Predict the reactants needed to synthesize the given product. (1) Given the product [OH2:13].[Cl:1][C:2]1[CH:3]=[C:4]2[C:9](=[CH:10][CH:11]=1)[CH:8]=[C:7]([S:12]([N:15]1[CH2:20][CH2:19][N:18]([C:21]([C:23]3[N:24]=[N:25][C:26]([N:34]4[CH2:35][CH2:36][CH2:37][N:31]([CH3:30])[CH2:32][CH2:33]4)=[CH:27][CH:28]=3)=[O:22])[CH2:17][CH2:16]1)(=[O:14])=[O:13])[CH:6]=[CH:5]2.[Cl:1][C:2]1[CH:3]=[C:4]2[C:9](=[CH:10][CH:11]=1)[CH:8]=[C:7]([S:12]([N:15]1[CH2:20][CH2:19][N:18]([C:21]([C:23]3[N:24]=[N:25][C:26]([N:34]4[CH2:35][CH2:36][CH2:37][N:31]([CH3:30])[CH2:32][CH2:33]4)=[CH:27][CH:28]=3)=[O:22])[CH2:17][CH2:16]1)(=[O:14])=[O:13])[CH:6]=[CH:5]2, predict the reactants needed to synthesize it. The reactants are: [Cl:1][C:2]1[CH:3]=[C:4]2[C:9](=[CH:10][CH:11]=1)[CH:8]=[C:7]([S:12]([N:15]1[CH2:20][CH2:19][N:18]([C:21]([C:23]3[N:24]=[N:25][C:26](Cl)=[CH:27][CH:28]=3)=[O:22])[CH2:17][CH2:16]1)(=[O:14])=[O:13])[CH:6]=[CH:5]2.[CH3:30][N:31]1[CH2:37][CH2:36][CH2:35][NH:34][CH2:33][CH2:32]1.N1C=CC=CC=1. (2) Given the product [CH3:1][O:2][C:3]1[CH:4]=[C:5]([C:11]2[CH:16]=[CH:15][C:14]([O:17][CH3:18])=[CH:13][C:12]=2[C:19]([F:20])([F:22])[F:21])[CH:6]=[CH:7][C:8]=1[CH2:9][OH:10], predict the reactants needed to synthesize it. The reactants are: [CH3:1][O:2][C:3]1[CH:4]=[C:5]([C:11]2[CH:16]=[CH:15][C:14]([O:17][CH3:18])=[CH:13][C:12]=2[C:19]([F:22])([F:21])[F:20])[CH:6]=[CH:7][C:8]=1[CH:9]=[O:10].[BH4-].[Na+]. (3) The reactants are: [F:1][CH:2]([F:30])[O:3][C:4]1[CH:5]=[CH:6][C:7]([C:10]([F:29])([F:28])[CH2:11][N:12]2[CH2:17][CH2:16][CH:15]([NH:18][C:19]3[C:20]4[CH:27]=[CH:26][NH:25][C:21]=4[N:22]=[CH:23][N:24]=3)[CH2:14][CH2:13]2)=[N:8][CH:9]=1.[ClH:31]. Given the product [ClH:31].[F:30][CH:2]([F:1])[O:3][C:4]1[CH:5]=[CH:6][C:7]([C:10]([F:29])([F:28])[CH2:11][N:12]2[CH2:13][CH2:14][CH:15]([NH:18][C:19]3[C:20]4[CH:27]=[CH:26][NH:25][C:21]=4[N:22]=[CH:23][N:24]=3)[CH2:16][CH2:17]2)=[N:8][CH:9]=1, predict the reactants needed to synthesize it. (4) Given the product [Cl:1][C:2]1[CH:23]=[CH:22][C:5]2[NH:6][C:7]([C:9]3([CH:10]4[CH:26]([OH:28])[CH2:25][NH:24]4)[CH:18]=[CH:14][CH:13]=[N:11][CH2:12]3)=[N:8][C:4]=2[CH:3]=1.[CH2:15]=[O:16], predict the reactants needed to synthesize it. The reactants are: [Cl:1][C:2]1[CH:23]=[CH:22][C:5]2[NH:6][C:7]([CH:9]3[CH2:12][N:11]([C:13]4N=CC=[CH:18][C:14]=4[C:15](O)=[O:16])[CH2:10]3)=[N:8][C:4]=2[CH:3]=1.[NH:24]1C[CH:26]([OH:28])[CH2:25]1.CN(C(ON1N=NC2C=CC=NC1=2)=[N+](C)C)C.F[P-](F)(F)(F)(F)F.CCN(CC)CC.C([O-])([O-])=O.[Na+].[Na+]. (5) Given the product [Cl:3][C:4]1[CH:5]=[C:6]2[C:10](=[CH:11][CH:12]=1)[N:9]([S:24]([C:18]1[CH:23]=[CH:22][CH:21]=[CH:20][CH:19]=1)(=[O:26])=[O:25])[C:8]([C:13]([O:15][CH2:16][CH3:17])=[O:14])=[CH:7]2, predict the reactants needed to synthesize it. The reactants are: [H-].[Na+].[Cl:3][C:4]1[CH:5]=[C:6]2[C:10](=[CH:11][CH:12]=1)[NH:9][C:8]([C:13]([O:15][CH2:16][CH3:17])=[O:14])=[CH:7]2.[C:18]1([S:24](Cl)(=[O:26])=[O:25])[CH:23]=[CH:22][CH:21]=[CH:20][CH:19]=1.C([O-])(O)=O.[Na+].